Predict which catalyst facilitates the given reaction. From a dataset of Catalyst prediction with 721,799 reactions and 888 catalyst types from USPTO. (1) Reactant: [CH2:1]([O:8][C:9]1[C:14]([CH2:15][N:16]2[CH2:25][CH2:24][C:23]3[C:18](=[C:19](I)[C:20]([O:26][CH3:27])=[CH:21][CH:22]=3)[C:17]2=[O:29])=[C:13]([CH3:30])[CH:12]=[C:11]([CH3:31])[N:10]=1)[C:2]1[CH:7]=[CH:6][CH:5]=[CH:4][CH:3]=1.[C:32]([Cu])#[N:33].O. Product: [CH2:1]([O:8][C:9]1[C:14]([CH2:15][N:16]2[CH2:25][CH2:24][C:23]3[C:18](=[C:19]([C:32]#[N:33])[C:20]([O:26][CH3:27])=[CH:21][CH:22]=3)[C:17]2=[O:29])=[C:13]([CH3:30])[CH:12]=[C:11]([CH3:31])[N:10]=1)[C:2]1[CH:7]=[CH:6][CH:5]=[CH:4][CH:3]=1. The catalyst class is: 296. (2) Reactant: I([O-])(=O)(=O)=O.[Na+].[N:7]1[CH:12]=[CH:11][CH:10]=[CH:9][C:8]=1[CH2:13][S:14][CH2:15][CH2:16][CH2:17][CH2:18][CH2:19][O:20][C:21]1[CH:26]=[CH:25][C:24]([C@H:27]2[CH2:44][C@@:42]3([CH3:43])[C@@H:38]([CH2:39][CH2:40][C@@H:41]3[OH:45])[C@H:37]3[C@H:28]2[C:29]2[CH:30]=[CH:31][C:32]([OH:46])=[CH:33][C:34]=2[CH2:35][CH2:36]3)=[CH:23][CH:22]=1.I([O-])(=O)(=O)=[O:48]. Product: [N:7]1[CH:12]=[CH:11][CH:10]=[CH:9][C:8]=1[CH2:13][S:14]([CH2:15][CH2:16][CH2:17][CH2:18][CH2:19][O:20][C:21]1[CH:22]=[CH:23][C:24]([C@H:27]2[CH2:44][C@@:42]3([CH3:43])[C@@H:38]([CH2:39][CH2:40][C@@H:41]3[OH:45])[C@H:37]3[C@H:28]2[C:29]2[CH:30]=[CH:31][C:32]([OH:46])=[CH:33][C:34]=2[CH2:35][CH2:36]3)=[CH:25][CH:26]=1)=[O:48]. The catalyst class is: 72. (3) Reactant: CC(S([NH:7][CH:8]([C:15]12[CH2:22][CH2:21][CH:18]([CH2:19][CH2:20]1)[CH2:17][N:16]2[CH3:23])[C:9]1[CH:14]=[CH:13][CH:12]=[CH:11][CH:10]=1)=O)(C)C.Cl.O1CCOCC1. Product: [CH3:23][N:16]1[CH2:17][CH:18]2[CH2:21][CH2:22][C:15]1([CH:8]([C:9]1[CH:14]=[CH:13][CH:12]=[CH:11][CH:10]=1)[NH2:7])[CH2:20][CH2:19]2. The catalyst class is: 5. (4) Reactant: [I-].[CH2:2]([N:4]([CH2:7][C:8]1[CH:13]=[CH:12][C:11]([C:14]2[N:15]([C:37]3[CH:42]=[CH:41][CH:40]=[CH:39][CH:38]=3)[C:16]3[C:21](/[C:22](=[CH:24]\[CH:25]=[CH:26]\[C:27]4[S:28][C:29]5[CH:36]=[CH:35][CH:34]=[CH:33][C:30]=5[N+:31]=4C)/[CH:23]=2)=[CH:20][CH:19]=[CH:18][CH:17]=3)=[CH:10][CH:9]=1)[CH2:5][CH3:6])[CH3:3].[BH4-].[Na+].[CH3:45]O. Product: [CH2:2]([N:4]([CH2:7][C:8]1[CH:13]=[CH:12][C:11]([C:14]2[N:15]([C:37]3[CH:42]=[CH:41][CH:40]=[CH:39][CH:38]=3)[C:16]3[C:21](/[C:22](=[CH:24]\[CH:25]=[CH:26]\[C:27]4([CH3:45])[NH:31][C:30]5[CH:33]=[CH:34][CH:35]=[CH:36][C:29]=5[S:28]4)/[CH:23]=2)=[CH:20][CH:19]=[CH:18][CH:17]=3)=[CH:10][CH:9]=1)[CH2:5][CH3:6])[CH3:3]. The catalyst class is: 13. (5) Reactant: [NH:1]1[CH:5]=[CH:4][CH:3]=[N:2]1.[H-].[Na+].[CH3:8][O:9][CH:10]([O:13][CH3:14])[CH2:11]Br. Product: [CH3:8][O:9][CH:10]([O:13][CH3:14])[CH2:11][N:1]1[CH:5]=[CH:4][CH:3]=[N:2]1. The catalyst class is: 31. (6) Reactant: [NH2:1][C:2]1[CH:20]=[CH:19][C:5]2[N:6]=[C:7]([NH:10][C:11]3[C:16]([Cl:17])=[CH:15][CH:14]=[CH:13][C:12]=3[Cl:18])[N:8]([CH3:9])[C:4]=2[C:3]=1[C:21]([NH2:23])=[O:22].[CH2:24]([N:27]=[C:28]=[S:29])[CH:25]=[CH2:26]. Product: [Cl:18][C:12]1[CH:13]=[CH:14][CH:15]=[C:16]([Cl:17])[C:11]=1[NH:10][C:7]1[N:8]([CH3:9])[C:4]2[C:3]([C:21]([NH2:23])=[O:22])=[C:2]([NH:1][C:28]([NH:27][CH2:24][CH:25]=[CH2:26])=[S:29])[CH:20]=[CH:19][C:5]=2[N:6]=1. The catalyst class is: 163. (7) Reactant: [Br:1][C:2]1[CH:7]=[CH:6][C:5]([CH2:8][C:9]#[N:10])=[CH:4][CH:3]=1.CC(C)([O-])C.[K+].Br[CH2:18][CH2:19][O:20][CH2:21][CH2:22]Br. Product: [Br:1][C:2]1[CH:7]=[CH:6][C:5]([C:8]2([C:9]#[N:10])[CH2:22][CH2:21][O:20][CH2:19][CH2:18]2)=[CH:4][CH:3]=1. The catalyst class is: 7. (8) Product: [CH3:20][O:19][C:17](/[CH:16]=[CH:15]/[C:6]1[CH:7]=[C:8]([CH:12]([CH3:14])[CH3:13])[C:9]([OH:10])=[C:4]([CH:1]([CH3:3])[CH3:2])[CH:5]=1)=[O:18]. The catalyst class is: 4. Reactant: [CH:1]([C:4]1[CH:5]=[C:6]([CH:15]=[CH:16][C:17]([O:19][CH3:20])=[O:18])[CH:7]=[C:8]([CH:12]([CH3:14])[CH3:13])[C:9]=1[O:10]C)([CH3:3])[CH3:2].B(Br)(Br)Br.C(OCC)C.CCCCCC.